Dataset: Peptide-MHC class II binding affinity with 134,281 pairs from IEDB. Task: Regression. Given a peptide amino acid sequence and an MHC pseudo amino acid sequence, predict their binding affinity value. This is MHC class II binding data. The peptide sequence is GDGKISLSELTDALR. The MHC is HLA-DQA10104-DQB10503 with pseudo-sequence HLA-DQA10104-DQB10503. The binding affinity (normalized) is 0.0350.